This data is from Forward reaction prediction with 1.9M reactions from USPTO patents (1976-2016). The task is: Predict the product of the given reaction. (1) Given the reactants [C@H:1]12[CH2:25][C@H:4]([N:5]([C:7]3[N:12]=[C:11](Cl)[N:10]=[C:9]([C:14]4[CH:15]=[C:16]([O:21][CH:22]([F:24])[F:23])[C:17]([NH2:20])=[N:18][CH:19]=4)[CH:8]=3)[CH2:6]1)[CH2:3][O:2]2.[CH2:26]([O:28]/[CH:29]=[CH:30]/B1OC(C)(C)C(C)(C)O1)[CH3:27].C(=O)([O-])[O-].[Cs+].[Cs+], predict the reaction product. The product is: [C@H:1]12[CH2:25][C@H:4]([N:5]([C:7]3[N:12]=[C:11](/[CH:27]=[CH:26]/[O:28][CH2:29][CH3:30])[N:10]=[C:9]([C:14]4[CH:15]=[C:16]([O:21][CH:22]([F:24])[F:23])[C:17]([NH2:20])=[N:18][CH:19]=4)[CH:8]=3)[CH2:6]1)[CH2:3][O:2]2. (2) Given the reactants [S:1]1[C:5]2[CH:6]=[CH:7][CH:8]=[CH:9][C:4]=2[CH:3]=[C:2]1[CH:10]([C:18]1[CH:23]=[CH:22][CH:21]=[CH:20][C:19]=1[S:24][CH3:25])[NH:11]S(C(C)(C)C)=O.Cl, predict the reaction product. The product is: [S:1]1[C:5]2[CH:6]=[CH:7][CH:8]=[CH:9][C:4]=2[CH:3]=[C:2]1[CH:10]([C:18]1[CH:23]=[CH:22][CH:21]=[CH:20][C:19]=1[S:24][CH3:25])[NH2:11]. (3) Given the reactants Cl.[CH3:2][O:3][C:4]1[CH:5]=[C:6]([C:12]2[C:13]([CH3:25])([CH3:24])[C:14](=[O:23])[N:15]([CH:17]3[CH2:22][CH2:21][NH:20][CH2:19][CH2:18]3)[N:16]=2)[CH:7]=[CH:8][C:9]=1[O:10][CH3:11].C(=O)([O-])[O-].[K+].[K+].[Cl:32][CH2:33][C:34](Cl)=[O:35].C(O)(=O)C, predict the reaction product. The product is: [Cl:32][CH2:33][C:34]([N:20]1[CH2:21][CH2:22][CH:17]([N:15]2[C:14](=[O:23])[C:13]([CH3:25])([CH3:24])[C:12]([C:6]3[CH:7]=[CH:8][C:9]([O:10][CH3:11])=[C:4]([O:3][CH3:2])[CH:5]=3)=[N:16]2)[CH2:18][CH2:19]1)=[O:35]. (4) Given the reactants [Mg].II.Br[CH2:5][CH2:6]Br.Br[C:9]1[CH:14]=[CH:13][C:12]([CH3:15])=[CH:11][CH:10]=1.[P:16]([O-:23])(OCC)OCC.Cl, predict the reaction product. The product is: [C:5]1([CH3:6])[CH:13]=[CH:14][C:9]([PH:16](=[O:23])[C:9]2[CH:14]=[CH:13][C:12]([CH3:15])=[CH:11][CH:10]=2)=[CH:10][CH:11]=1. (5) Given the reactants Cl.[OH:2][CH2:3][CH2:4][NH:5][OH:6].[S:7]([C:11]1[CH:18]=[C:17]([S:19]([OH:22])(=[O:21])=[O:20])[CH:16]=[CH:15][C:12]=1[CH:13]=O)([OH:10])(=[O:9])=[O:8], predict the reaction product. The product is: [OH:2][CH2:3][CH2:4][N+:5]([O-:6])=[CH:13][C:12]1[CH:15]=[CH:16][C:17]([S:19]([OH:22])(=[O:20])=[O:21])=[CH:18][C:11]=1[S:7]([OH:10])(=[O:9])=[O:8]. (6) The product is: [CH2:12]([O:16][C:17](=[O:21])[C@H:18]([CH3:20])[NH:19][C:9](=[O:11])[CH2:8][C:4]1[CH:5]=[CH:6][CH:7]=[C:2]([Cl:1])[CH:3]=1)[CH:13]([CH3:15])[CH3:14]. Given the reactants [Cl:1][C:2]1[CH:3]=[C:4]([CH2:8][C:9]([OH:11])=O)[CH:5]=[CH:6][CH:7]=1.[CH2:12]([O:16][C:17](=[O:21])[C@H:18]([CH3:20])[NH2:19])[CH:13]([CH3:15])[CH3:14], predict the reaction product.